Task: Predict the product of the given reaction.. Dataset: Forward reaction prediction with 1.9M reactions from USPTO patents (1976-2016) (1) Given the reactants Br[C:2]1[CH:7]=[CH:6][C:5]([O:8][CH2:9][CH2:10][CH2:11][CH2:12][CH2:13][CH2:14][CH2:15][CH3:16])=[CH:4][CH:3]=1.C([Li])CCC.C([O:25][B:26](OC(C)C)[O:27]C(C)C)(C)C, predict the reaction product. The product is: [CH2:9]([O:8][C:5]1[CH:6]=[CH:7][C:2]([B:26]([OH:27])[OH:25])=[CH:3][CH:4]=1)[CH2:10][CH2:11][CH2:12][CH2:13][CH2:14][CH2:15][CH3:16]. (2) Given the reactants Cl[C:2]1[CH:7]=[CH:6][N:5]=[CH:4][C:3]=1[CH:8]=O.O.C([O-])([O-])=O.[K+].[K+].[C:17]([O:21][CH3:22])(=[O:20])[CH2:18][SH:19], predict the reaction product. The product is: [S:19]1[C:2]2[CH:7]=[CH:6][N:5]=[CH:4][C:3]=2[CH:8]=[C:18]1[C:17]([O:21][CH3:22])=[O:20]. (3) Given the reactants [Cl:1][C:2]1[CH:3]=[CH:4][C:5]([C@:8]([C:17]2[CH:22]=[C:21]([O:23][C:24]([F:29])([F:28])[CH:25]([F:27])[F:26])[CH:20]=[C:19]([F:30])[CH:18]=2)([NH2:16])[CH2:9][C:10]2[CH:15]=[CH:14][CH:13]=[CH:12][CH:11]=2)=[N:6][CH:7]=1.[C:31](Cl)(=[O:42])[O:32][C:33]1[CH:38]=[CH:37][C:36]([N+:39]([O-:41])=[O:40])=[CH:35][CH:34]=1.C([O-])([O-])=O.[K+].[K+], predict the reaction product. The product is: [Cl:1][C:2]1[CH:3]=[CH:4][C:5]([C@@:8]([NH:16][C:31](=[O:42])[O:32][C:33]2[CH:34]=[CH:35][C:36]([N+:39]([O-:41])=[O:40])=[CH:37][CH:38]=2)([C:17]2[CH:22]=[C:21]([O:23][C:24]([F:29])([F:28])[CH:25]([F:27])[F:26])[CH:20]=[C:19]([F:30])[CH:18]=2)[CH2:9][C:10]2[CH:15]=[CH:14][CH:13]=[CH:12][CH:11]=2)=[N:6][CH:7]=1. (4) The product is: [ClH:33].[ClH:33].[F:31][C:25]1[CH:26]=[CH:27][C:28]([F:30])=[CH:29][C:24]=1[CH2:23][C@@H:8]([NH2:7])[CH2:9][C:10]1[N:14]2[CH:15]=[CH:16][C:17]3[C:22]([C:13]2=[N:12][N:11]=1)=[CH:21][CH:20]=[CH:19][CH:18]=3. Given the reactants C(OC(=O)[NH:7][C@H:8]([CH2:23][C:24]1[CH:29]=[C:28]([F:30])[CH:27]=[CH:26][C:25]=1[F:31])[CH2:9][C:10]1[N:14]2[CH:15]=[CH:16][C:17]3[C:22]([C:13]2=[N:12][N:11]=1)=[CH:21][CH:20]=[CH:19][CH:18]=3)(C)(C)C.[ClH:33], predict the reaction product.